From a dataset of Catalyst prediction with 721,799 reactions and 888 catalyst types from USPTO. Predict which catalyst facilitates the given reaction. (1) Reactant: [CH3:1][S:2]([C:5]1[CH:14]=[C:13]2[C:8]([CH2:9][CH2:10][CH:11]([CH2:15][OH:16])[O:12]2)=[CH:7][CH:6]=1)(=[O:4])=[O:3].[C:17]1([CH3:27])[CH:22]=[CH:21][C:20]([S:23](Cl)(=[O:25])=[O:24])=[CH:19][CH:18]=1. Product: [CH3:27][C:17]1[CH:22]=[CH:21][C:20]([S:23]([O:16][CH2:15][CH:11]2[CH2:10][CH2:9][C:8]3[C:13](=[CH:14][C:5]([S:2]([CH3:1])(=[O:4])=[O:3])=[CH:6][CH:7]=3)[O:12]2)(=[O:25])=[O:24])=[CH:19][CH:18]=1. The catalyst class is: 79. (2) Reactant: [CH3:1][C:2]1([CH3:14])[C:6]([CH3:8])([CH3:7])[O:5][B:4]([C:9]2[CH:10]=[N:11][NH:12][CH:13]=2)[O:3]1.[CH2:15]([N:17]([CH2:22][CH3:23])[CH2:18][CH2:19][CH2:20]O)[CH3:16].C1(P(C2C=CC=CC=2)C2C=CC=CC=2)C=CC=CC=1.N(C(OC(C)C)=O)=NC(OC(C)C)=O. Product: [CH2:15]([N:17]([CH2:22][CH3:23])[CH2:18][CH2:19][CH2:20][N:12]1[CH:13]=[C:9]([B:4]2[O:5][C:6]([CH3:7])([CH3:8])[C:2]([CH3:14])([CH3:1])[O:3]2)[CH:10]=[N:11]1)[CH3:16]. The catalyst class is: 489.